Dataset: Forward reaction prediction with 1.9M reactions from USPTO patents (1976-2016). Task: Predict the product of the given reaction. (1) Given the reactants [CH:1]1([CH:7]([NH:22][C:23]2[CH:31]=[CH:30][C:26]([C:27]([OH:29])=O)=[CH:25][CH:24]=2)[C:8]2[CH:12]=[C:11]([C:13]3[CH:18]=[CH:17][C:16]([F:19])=[CH:15][C:14]=3[F:20])[O:10][C:9]=2[CH3:21])[CH2:6][CH2:5][CH2:4][CH2:3][CH2:2]1.[CH3:32][NH:33][CH2:34][CH2:35][C:36]([O:38]CC)=[O:37], predict the reaction product. The product is: [CH:1]1([CH:7]([NH:22][C:23]2[CH:24]=[CH:25][C:26]([C:27]([N:33]([CH3:32])[CH2:34][CH2:35][C:36]([OH:38])=[O:37])=[O:29])=[CH:30][CH:31]=2)[C:8]2[CH:12]=[C:11]([C:13]3[CH:18]=[CH:17][C:16]([F:19])=[CH:15][C:14]=3[F:20])[O:10][C:9]=2[CH3:21])[CH2:2][CH2:3][CH2:4][CH2:5][CH2:6]1. (2) Given the reactants [CH2:1]([O:8][C:9]([NH:11][CH2:12][C@@H:13]([OH:28])[CH2:14][N:15]1[CH2:20][CH2:19][N:18]([C:21](OC(C)(C)C)=O)[CH2:17][CH2:16]1)=[O:10])[C:2]1[CH:7]=[CH:6][CH:5]=[CH:4][CH:3]=1.Cl.C=O.C(O[BH-](OC(=O)C)OC(=O)C)(=O)C.[Na+].C(=O)([O-])[O-].[Na+].[Na+], predict the reaction product. The product is: [OH:28][C@@H:13]([CH2:14][N:15]1[CH2:20][CH2:19][N:18]([CH3:21])[CH2:17][CH2:16]1)[CH2:12][NH:11][C:9](=[O:10])[O:8][CH2:1][C:2]1[CH:7]=[CH:6][CH:5]=[CH:4][CH:3]=1.